Dataset: Full USPTO retrosynthesis dataset with 1.9M reactions from patents (1976-2016). Task: Predict the reactants needed to synthesize the given product. (1) Given the product [CH3:30][NH:31][C:5]1[O:6][C:7]([C:10]2[CH:11]=[CH:12][C:13]3[O:17][CH:16]=[C:15]([C:18]4[CH:23]=[CH:22][CH:21]=[C:20]([O:24][C:25]([F:28])([F:27])[F:26])[CH:19]=4)[C:14]=3[CH:29]=2)=[N:8][N:9]=1, predict the reactants needed to synthesize it. The reactants are: CS([C:5]1[O:6][C:7]([C:10]2[CH:11]=[CH:12][C:13]3[O:17][CH:16]=[C:15]([C:18]4[CH:23]=[CH:22][CH:21]=[C:20]([O:24][C:25]([F:28])([F:27])[F:26])[CH:19]=4)[C:14]=3[CH:29]=2)=[N:8][N:9]=1)(=O)=O.[CH3:30][NH2:31].O1CCCC1. (2) Given the product [CH2:7]([O:9][C:10](=[O:18])[C:11]1[CH:16]=[CH:15][C:14](/[CH:10]=[CH:11]/[CH2:12][CH2:13][CH2:14][CH2:15][CH3:16])=[CH:13][CH:12]=1)[CH3:8], predict the reactants needed to synthesize it. The reactants are: O([Si](C)(C)C)[K].[CH2:7]([O:9][C:10](=[O:18])[C:11]1[CH:16]=[CH:15][C:14](I)=[CH:13][CH:12]=1)[CH3:8].